This data is from Reaction yield outcomes from USPTO patents with 853,638 reactions. The task is: Predict the reaction yield, written as a fraction of the theoretical maximum amount of product (1.0 means a 100% yield; for example, 0.34 means a 34% yield). (1) The reactants are [F:1][C:2]1[C:7]([NH2:8])=[CH:6][CH:5]=[C:4]([F:9])[C:3]=1[NH:10][C:11]1[C:16]([C:17]2[N:25]=[CH:24][N:23]=[C:22]3[C:18]=2[N:19]=[CH:20][N:21]3[CH:26]2[CH2:31][CH2:30][CH2:29][CH2:28][O:27]2)=[CH:15][CH:14]=[CH:13][N:12]=1.[Cl:32][C:33]1[CH:38]=[CH:37][C:36]([S:39](Cl)(=[O:41])=[O:40])=[C:35]([F:43])[CH:34]=1.N1C=CC=CC=1. The catalyst is ClCCl. The product is [Cl:32][C:33]1[CH:38]=[CH:37][C:36]([S:39]([NH:8][C:7]2[CH:6]=[CH:5][C:4]([F:9])=[C:3]([NH:10][C:11]3[C:16]([C:17]4[N:25]=[CH:24][N:23]=[C:22]5[C:18]=4[N:19]=[CH:20][N:21]5[CH:26]4[CH2:31][CH2:30][CH2:29][CH2:28][O:27]4)=[CH:15][CH:14]=[CH:13][N:12]=3)[C:2]=2[F:1])(=[O:40])=[O:41])=[C:35]([F:43])[CH:34]=1. The yield is 0.910. (2) The reactants are Cl[C:2]1[C:3]2[CH:10]([CH3:11])[CH2:9][N:8](CC3C=CC(OC)=CC=3)[C:4]=2[N:5]=[CH:6][N:7]=1.[C:21]([N:28]1[CH2:33][CH2:32][NH:31][CH2:30][CH2:29]1)([O:23][C:24]([CH3:27])([CH3:26])[CH3:25])=[O:22].C(O[K])(C)(C)C.C(OCC)(=O)C. The catalyst is CN1C(=O)CCC1. The product is [C:24]([O:23][C:21]([N:28]1[CH2:33][CH2:32][N:31]([C:2]2[C:3]3[CH:10]([CH3:11])[CH2:9][NH:8][C:4]=3[N:5]=[CH:6][N:7]=2)[CH2:30][CH2:29]1)=[O:22])([CH3:27])([CH3:25])[CH3:26]. The yield is 0.360. (3) The reactants are Br[C:2]1[CH:10]=[C:9]2[C:5]([CH:6]=[N:7][NH:8]2)=[C:4]([O:11][CH3:12])[CH:3]=1.C(N([CH2:18][CH3:19])CC)C.[C]=[O:21].[CH2:22]([OH:24])C. The catalyst is C(#N)C.[Pd](Cl)Cl.C1(P(C2C=CC=CC=2)C2C=CC3C(=CC=CC=3)C=2C2C3C(=CC=CC=3)C=CC=2P(C2C=CC=CC=2)C2C=CC=CC=2)C=CC=CC=1. The product is [CH3:12][O:11][C:4]1[CH:3]=[C:2]([C:22]([O:24][CH2:18][CH3:19])=[O:21])[CH:10]=[C:9]2[C:5]=1[CH:6]=[N:7][NH:8]2. The yield is 0.840. (4) The reactants are Cl[C:2]1[C:11]2[C:6](=[CH:7][C:8]([CH3:14])=[C:9]([O:12][CH3:13])[CH:10]=2)[N:5]=[CH:4][CH:3]=1. The catalyst is [C].[Pd]. The product is [CH3:13][O:12][C:9]1[CH:10]=[C:11]2[C:6](=[CH:7][C:8]=1[CH3:14])[N:5]=[CH:4][CH:3]=[CH:2]2. The yield is 0.330. (5) The reactants are S(O[CH2:6][CH2:7][CH2:8][CH2:9][CH2:10][CH2:11][CH2:12][CH2:13]/[CH:14]=[CH:15]\[CH2:16]/[CH:17]=[CH:18]\[CH2:19][CH2:20][CH2:21][CH2:22][CH3:23])(=O)(=O)C.[Br-:24].[Li+]. The catalyst is CC(C)=O. The product is [CH2:6]([Br:24])[CH2:7][CH2:8][CH2:9][CH2:10][CH2:11][CH2:12][CH2:13]/[CH:14]=[CH:15]\[CH2:16]/[CH:17]=[CH:18]\[CH2:19][CH2:20][CH2:21][CH2:22][CH3:23]. The yield is 0.950. (6) The reactants are C([N:8]1[C:12]([NH:13][CH:14]2[CH2:23][CH2:22][C:17]3([O:21][CH2:20][CH2:19][O:18]3)[CH2:16][CH2:15]2)=[CH:11][CH:10]=[N:9]1)C1C=CC=CC=1.C(O)(=O)C.C([O-])=O.[NH4+].C(OCC)(=O)C. The product is [O:18]1[C:17]2([CH2:16][CH2:15][CH:14]([NH:13][C:12]3[NH:8][N:9]=[CH:10][CH:11]=3)[CH2:23][CH2:22]2)[O:21][CH2:20][CH2:19]1. The catalyst is C(O)C.[OH-].[Pd+2].[OH-]. The yield is 0.880. (7) The reactants are [NH2:1][C@H:2]([C:10]([OH:12])=[O:11])[CH2:3][CH2:4][CH2:5][NH:6][C:7](=[NH:9])[NH2:8].[C:13](Cl)(=[O:25])[CH2:14][CH2:15][CH2:16][CH2:17][CH2:18][CH2:19][CH2:20][CH2:21][CH2:22][CH2:23][CH3:24].[OH-].[Na+].S(=O)(=O)(O)O. The catalyst is O.CC(C)=O. The product is [C:13]([NH:1][C@H:2]([C:10]([OH:12])=[O:11])[CH2:3][CH2:4][CH2:5][NH:6][C:7](=[NH:8])[NH2:9])(=[O:25])[CH2:14][CH2:15][CH2:16][CH2:17][CH2:18][CH2:19][CH2:20][CH2:21][CH2:22][CH2:23][CH3:24]. The yield is 0.850. (8) The reactants are [Br:1][C:2]1[CH:23]=[CH:22][C:5]([O:6][CH2:7][CH:8]2[C:12](=[O:13])[N:11]([CH:14]([CH:18]([CH3:20])[CH3:19])[C:15]([OH:17])=O)[C:10](=[O:21])[NH:9]2)=[CH:4][CH:3]=1.CN1CCOCC1.C1C=CC2N(O)N=NC=2C=1.CCN=C=NCCCN(C)C.[CH2:52]([O:59][NH2:60])[C:53]1[CH:58]=[CH:57][CH:56]=[CH:55][CH:54]=1.Cl. The catalyst is CN(C=O)C. The product is [CH2:52]([O:59][NH:60][C:15](=[O:17])[CH:14]([N:11]1[C:12](=[O:13])[CH:8]([CH2:7][O:6][C:5]2[CH:4]=[CH:3][C:2]([Br:1])=[CH:23][CH:22]=2)[NH:9][C:10]1=[O:21])[CH:18]([CH3:20])[CH3:19])[C:53]1[CH:58]=[CH:57][CH:56]=[CH:55][CH:54]=1. The yield is 0.830. (9) The reactants are [Br:1][C:2]1[CH:3]=[C:4]([CH:8]=[C:9]([OH:11])[CH:10]=1)[C:5]([OH:7])=O.N1C=CC=CC=1.[CH3:18][CH:19]([CH3:22])[CH2:20][NH2:21]. The catalyst is ClCCl. The product is [Br:1][C:2]1[CH:3]=[C:4]([CH:8]=[C:9]([OH:11])[CH:10]=1)[C:5]([NH:21][CH2:20][CH:19]([CH3:22])[CH3:18])=[O:7]. The yield is 0.950.